Predict the product of the given reaction. From a dataset of Forward reaction prediction with 1.9M reactions from USPTO patents (1976-2016). (1) The product is: [Cl:1][C:2]1[CH:7]=[CH:6][CH:5]=[CH:4][C:3]=1[C:8]1[C:9](=[O:27])[NH:10][C:11](=[O:26])[C:12]=1[C:13]1[C:21]2[C:16](=[N:17][CH:18]=[CH:19][CH:20]=2)[N:15]([CH2:22][CH2:23][CH2:24][N:28]([CH3:33])[CH3:29])[CH:14]=1. Given the reactants [Cl:1][C:2]1[CH:7]=[CH:6][CH:5]=[CH:4][C:3]=1[C:8]1[C:9](=[O:27])[NH:10][C:11](=[O:26])[C:12]=1[C:13]1[C:21]2[C:16](=[N:17][CH:18]=[CH:19][CH:20]=2)[N:15]([CH2:22][CH2:23][CH2:24]O)[CH:14]=1.[N:28]1[CH:33]=CC=C[CH:29]=1.CS(OS(C)(=O)=O)(=O)=O.CNC, predict the reaction product. (2) The product is: [CH2:11]([O:13][C:14]([C:15]1[O:16][C:2]2[CH:9]=[CH:8][C:7]([F:10])=[CH:6][C:3]=2[C:4]=1[NH2:5])=[O:17])[CH3:12]. Given the reactants F[C:2]1[CH:9]=[CH:8][C:7]([F:10])=[CH:6][C:3]=1[C:4]#[N:5].[CH2:11]([O:13][C:14](=[O:17])[CH2:15][OH:16])[CH3:12].C([O-])([O-])=O.[K+].[K+], predict the reaction product. (3) Given the reactants [CH:1]([C:3]1[CH:11]=[CH:10][C:6]([C:7]([OH:9])=O)=[CH:5][C:4]=1[OH:12])=[O:2].[CH3:13][N:14]1[CH2:19][CH2:18][NH:17][CH2:16][CH2:15]1.C(N(CC)CC)C.F[P-](F)(F)(F)(F)F.N1(O[P+](N2CCCC2)(N2CCCC2)N2CCCC2)C2C=CC=CC=2N=N1, predict the reaction product. The product is: [OH:12][C:4]1[CH:5]=[C:6]([C:7]([N:17]2[CH2:18][CH2:19][N:14]([CH3:13])[CH2:15][CH2:16]2)=[O:9])[CH:10]=[CH:11][C:3]=1[CH:1]=[O:2]. (4) The product is: [Cl:1][C:2]1[C:3]([F:32])=[C:4]([NH:8][C:9]2[C:18]3[C:13](=[CH:14][C:15]([O:30][CH3:31])=[C:16]([O:19][C@H:20]4[CH2:25][CH2:24][N:23]([CH3:26])[C@@H:22]([C:27]([NH:35][CH3:34])=[O:28])[CH2:21]4)[CH:17]=3)[N:12]=[CH:11][N:10]=2)[CH:5]=[CH:6][CH:7]=1. Given the reactants [Cl:1][C:2]1[C:3]([F:32])=[C:4]([NH:8][C:9]2[C:18]3[C:13](=[CH:14][C:15]([O:30][CH3:31])=[C:16]([O:19][C@H:20]4[CH2:25][CH2:24][N:23]([CH3:26])[C@@H:22]([C:27](O)=[O:28])[CH2:21]4)[CH:17]=3)[N:12]=[CH:11][N:10]=2)[CH:5]=[CH:6][CH:7]=1.Cl.[CH3:34][NH2:35], predict the reaction product.